From a dataset of Catalyst prediction with 721,799 reactions and 888 catalyst types from USPTO. Predict which catalyst facilitates the given reaction. (1) Reactant: C(OC([N:8]1[CH2:13][CH2:12][C@@H:11]([N:14]2[C:18]3[CH:19]=[C:20]([F:23])[CH:21]=[CH:22][C:17]=3[N:16]=[C:15]2[NH2:24])[C@H:10]([O:25][C:26](=[O:28])[CH3:27])[CH2:9]1)=O)(C)(C)C.C(Cl)Cl.C(O)(C(F)(F)F)=O. Product: [NH2:24][C:15]1[N:14]([C@@H:11]2[CH2:12][CH2:13][NH:8][CH2:9][C@H:10]2[O:25][C:26](=[O:28])[CH3:27])[C:18]2[CH:19]=[C:20]([F:23])[CH:21]=[CH:22][C:17]=2[N:16]=1. The catalyst class is: 6. (2) Reactant: [CH2:1](OC(OCC)CBr)[CH3:2].Cl.[NH2:11][C:12]1[CH:17]=[CH:16][C:15]([Br:18])=[CH:14][N:13]=1.C([O-])(O)=O.[Na+]. Product: [Br:18][C:15]1[CH:16]=[CH:17][C:12]2[N:13]([CH:1]=[CH:2][N:11]=2)[CH:14]=1. The catalyst class is: 72. (3) Reactant: [C:1]1([CH2:7][C:8](=[N:12][NH:13][C:14]2[S:15][CH:16]=[C:17]([C:19]3[CH:24]=[CH:23][CH:22]=[CH:21][CH:20]=3)[N:18]=2)[C:9](O)=[O:10])[CH:6]=[CH:5][CH:4]=[CH:3][CH:2]=1.C[N:26]1CCOCC1. Product: [C:1]1([CH2:7][C:8](=[N:12][NH:13][C:14]2[S:15][CH:16]=[C:17]([C:19]3[CH:24]=[CH:23][CH:22]=[CH:21][CH:20]=3)[N:18]=2)[C:9]([NH2:26])=[O:10])[CH:6]=[CH:5][CH:4]=[CH:3][CH:2]=1. The catalyst class is: 57. (4) Product: [CH2:36]([O:35][C:31]1[CH:30]=[C:29]([F:38])[C:28]([CH2:27][N:20]2[C:21]3[C:26](=[CH:25][CH:24]=[CH:23][CH:22]=3)[C:18]([C:15]3[N:14]=[C:13]([NH:39][C:40]4[CH:41]=[CH:42][N:43]=[CH:44][CH:45]=4)[C:12]([O:11][CH2:10][CH2:9][OH:8])=[CH:17][N:16]=3)=[N:19]2)=[C:33]([F:34])[CH:32]=1)[CH3:37]. Reactant: [Si]([O:8][CH2:9][CH2:10][O:11][C:12]1[C:13]([NH:39][C:40]2[CH:45]=[CH:44][N:43]=[CH:42][CH:41]=2)=[N:14][C:15]([C:18]2[C:26]3[C:21](=[CH:22][CH:23]=[CH:24][CH:25]=3)[N:20]([CH2:27][C:28]3[C:33]([F:34])=[CH:32][C:31]([O:35][CH2:36][CH3:37])=[CH:30][C:29]=3[F:38])[N:19]=2)=[N:16][CH:17]=1)(C(C)(C)C)(C)C.Cl.C(=O)([O-])O.[Na+]. The catalyst class is: 12. (5) Reactant: [C:1]([C:4]1[C:5]([F:21])=[C:6]([F:20])[C:7]([N:12]2[CH2:17][C@H:16]([CH3:18])[O:15][C@H:14]([CH3:19])[CH2:13]2)=[C:8]([CH:11]=1)[CH:9]=O)(=[O:3])[CH3:2].[NH:22]1[C:29](=[O:30])[CH2:28][C:26](=[O:27])[NH:25][C:23]1=[O:24]. Product: [C:1]([C:4]1[CH:11]=[C:8]2[C:7](=[C:6]([F:20])[C:5]=1[F:21])[N:12]1[CH2:17][C@@H:16]([CH3:18])[O:15][C@@H:14]([CH3:19])[C@@H:13]1[C:28]1([C:26](=[O:27])[NH:25][C:23](=[O:24])[NH:22][C:29]1=[O:30])[CH2:9]2)(=[O:3])[CH3:2]. The catalyst class is: 41. (6) Reactant: Br[CH2:2][C:3]([C:5]1[CH:10]=[CH:9][CH:8]=[CH:7][C:6]=1[O:11][CH3:12])=O.[NH2:13][C:14]([NH2:16])=[S:15]. Product: [CH3:12][O:11][C:6]1[CH:7]=[CH:8][CH:9]=[CH:10][C:5]=1[C:3]1[N:13]=[C:14]([NH2:16])[S:15][CH:2]=1. The catalyst class is: 8. (7) Reactant: [C:1]([N:4]1[C:12]2[C:7](=[CH:8][C:9]([C:13]([O:15]CC3C=CC=CC=3)=[O:14])=[CH:10][CH:11]=2)[CH:6]=[CH:5]1)(=[O:3])[CH3:2].[H][H]. Product: [C:1]([N:4]1[C:12]2[C:7](=[CH:8][C:9]([C:13]([OH:15])=[O:14])=[CH:10][CH:11]=2)[CH2:6][CH2:5]1)(=[O:3])[CH3:2]. The catalyst class is: 29.